From a dataset of Reaction yield outcomes from USPTO patents with 853,638 reactions. Predict the reaction yield, written as a fraction of the theoretical maximum amount of product (1.0 means a 100% yield; for example, 0.34 means a 34% yield). (1) The reactants are Cl[C:2]1[C:3](=[O:25])[N:4]([CH2:17][CH2:18][C:19]2[CH:24]=[CH:23][CH:22]=[CH:21][CH:20]=2)[C:5]([C:9]2[CH:14]=[CH:13][CH:12]=[CH:11][C:10]=2[O:15][CH3:16])=[N:6][C:7]=1[CH3:8].[F-].[Cs+].C([Sn](CCCC)(CCCC)[C:33]1[O:34][CH:35]=[CH:36][CH:37]=1)CCC. The catalyst is O1CCOCC1. The product is [O:34]1[CH:35]=[CH:36][CH:37]=[C:33]1[C:2]1[C:3](=[O:25])[N:4]([CH2:17][CH2:18][C:19]2[CH:24]=[CH:23][CH:22]=[CH:21][CH:20]=2)[C:5]([C:9]2[CH:14]=[CH:13][CH:12]=[CH:11][C:10]=2[O:15][CH3:16])=[N:6][C:7]=1[CH3:8]. The yield is 0.100. (2) The reactants are Br[CH2:2][CH:3]([CH2:10][CH2:11][CH2:12][CH2:13][CH2:14][CH2:15][CH2:16][CH3:17])[CH2:4][CH2:5][CH2:6][CH2:7][CH2:8][CH3:9].[Mg].II.Br[C:22]1[CH:26]=[CH:25][S:24][CH:23]=1. The catalyst is O1CCCC1.C1C=CC(P(C2C=CC=CC=2)[C-]2C=CC=C2)=CC=1.C1C=CC(P(C2C=CC=CC=2)[C-]2C=CC=C2)=CC=1.Cl[Pd]Cl.[Fe+2].O. The product is [CH2:4]([CH:3]([CH2:10][CH2:11][CH2:12][CH2:13][CH2:14][CH2:15][CH2:16][CH3:17])[CH2:2][C:22]1[CH:26]=[CH:25][S:24][CH:23]=1)[CH2:5][CH2:6][CH2:7][CH2:8][CH3:9]. The yield is 0.890. (3) The product is [OH:4][CH2:5][C:6]1[C:11]([N:12]2[CH2:24][CH2:23][N:15]3[C:16]4[CH2:17][CH2:18][CH2:19][CH2:20][C:21]=4[CH:22]=[C:14]3[C:13]2=[O:25])=[CH:10][CH:9]=[CH:8][C:7]=1[C:26]1[CH:31]=[C:30]([NH:32][C:33]2[CH:37]=[CH:36][N:35]([CH2:38][CH2:39][N:40]([CH3:41])[C:42](=[O:43])[O:44][C:45]([CH3:46])([CH3:47])[CH3:48])[N:34]=2)[C:29](=[O:49])[N:28]([CH3:50])[CH:27]=1. The yield is 0.710. The catalyst is CC(O)C.O1CCCC1. The reactants are C([O:4][CH2:5][C:6]1[C:11]([N:12]2[CH2:24][CH2:23][N:15]3[C:16]4[CH2:17][CH2:18][CH2:19][CH2:20][C:21]=4[CH:22]=[C:14]3[C:13]2=[O:25])=[CH:10][CH:9]=[CH:8][C:7]=1[C:26]1[CH:31]=[C:30]([NH:32][C:33]2[CH:37]=[CH:36][N:35]([CH2:38][CH2:39][N:40]([C:42]([O:44][C:45]([CH3:48])([CH3:47])[CH3:46])=[O:43])[CH3:41])[N:34]=2)[C:29](=[O:49])[N:28]([CH3:50])[CH:27]=1)(=O)C.O.[Li+].[OH-]. (4) The reactants are Br[C:2]([F:9])([F:8])[C:3]([O:5][CH2:6][CH3:7])=[O:4].[Br:10][C:11]1[N:16]=[C:15](/[C:17](=[N:19]/[S@@:20]([C:22]([CH3:25])([CH3:24])[CH3:23])=[O:21])/[CH3:18])[C:14]([F:26])=[C:13]([Si:27]([CH2:32][CH3:33])([CH2:30][CH3:31])[CH2:28][CH3:29])[CH:12]=1.[Cl-].[NH4+]. The catalyst is C1COCC1.C[Si](C)(C)Cl.C(OCC)(=O)C.[Zn].[Cu]Cl. The product is [CH2:6]([O:5][C:3](=[O:4])[C:2]([F:9])([F:8])[C@@:17]([C:15]1[C:14]([F:26])=[C:13]([Si:27]([CH2:30][CH3:31])([CH2:28][CH3:29])[CH2:32][CH3:33])[CH:12]=[C:11]([Br:10])[N:16]=1)([NH:19][S@@:20]([C:22]([CH3:23])([CH3:24])[CH3:25])=[O:21])[CH3:18])[CH3:7]. The yield is 0.770.